Dataset: Catalyst prediction with 721,799 reactions and 888 catalyst types from USPTO. Task: Predict which catalyst facilitates the given reaction. (1) Reactant: [CH3:1][O:2][C:3](=[O:14])[C:4]1[CH:9]=[C:8]([CH3:10])[CH:7]=[CH:6][C:5]=1[N+:11]([O-:13])=[O:12].C1C(=O)N([Br:22])C(=O)C1.C(OOC(=O)C1C=CC=CC=1)(=O)C1C=CC=CC=1. Product: [Br:22][CH2:10][C:8]1[CH:7]=[CH:6][C:5]([N+:11]([O-:13])=[O:12])=[C:4]([CH:9]=1)[C:3]([O:2][CH3:1])=[O:14]. The catalyst class is: 22. (2) Reactant: C1C2C(COC([N:18]3[CH2:23][CH2:22][C:21]([C:30](=[O:43])[NH:31][C:32]4[CH:41]=[C:40]5[C:35]([C:36](=[O:42])[NH:37][CH:38]=[N:39]5)=[CH:34][CH:33]=4)([C:24]4[CH:29]=[CH:28][CH:27]=[CH:26][CH:25]=4)[CH2:20][CH2:19]3)=O)C3C(=CC=CC=3)C=2C=CC=1.CNCCS.N12CCCN=C1CCCCC2. Product: [O:42]=[C:36]1[C:35]2[C:40](=[CH:41][C:32]([NH:31][C:30]([C:21]3([C:24]4[CH:25]=[CH:26][CH:27]=[CH:28][CH:29]=4)[CH2:20][CH2:19][NH:18][CH2:23][CH2:22]3)=[O:43])=[CH:33][CH:34]=2)[N:39]=[CH:38][NH:37]1. The catalyst class is: 7. (3) Reactant: [Br:1][C:2]1[N:7]=[C:6]2[N:8]([CH:12]3[CH2:17][CH2:16][CH2:15][CH2:14][O:13]3)[N:9]=[C:10]([CH3:11])[C:5]2=[C:4]([CH2:18]OS(C)(=O)=O)[CH:3]=1.[C:24]([O:28][C:29]([N:31]1[CH2:36][C:35]([CH3:38])([CH3:37])[NH:34][CH2:33][C:32]1([CH2:40][CH3:41])[CH3:39])=[O:30])([CH3:27])([CH3:26])[CH3:25].CCN(C(C)C)C(C)C.[I-].[K+]. Product: [C:24]([O:28][C:29]([N:31]1[CH2:36][C:35]([CH3:38])([CH3:37])[N:34]([CH2:18][C:4]2[CH:3]=[C:2]([Br:1])[N:7]=[C:6]3[N:8]([CH:12]4[CH2:17][CH2:16][CH2:15][CH2:14][O:13]4)[N:9]=[C:10]([CH3:11])[C:5]=23)[CH2:33][C:32]1([CH2:40][CH3:41])[CH3:39])=[O:30])([CH3:27])([CH3:26])[CH3:25]. The catalyst class is: 20. (4) Reactant: [CH:1]([C:3]1[CH:11]=[CH:10][C:6]([C:7]([OH:9])=O)=[CH:5][CH:4]=1)=[O:2].[CH3:12][N:13]([CH3:17])[CH2:14][CH2:15][NH2:16].CN(C(ON1N=NC2C=CC=NC1=2)=[N+](C)C)C.F[P-](F)(F)(F)(F)F.CN1CCOCC1. Product: [CH3:12][N:13]([CH3:17])[CH2:14][CH2:15][NH:16][C:7](=[O:9])[C:6]1[CH:5]=[CH:4][C:3]([CH:1]=[O:2])=[CH:11][CH:10]=1. The catalyst class is: 64. (5) Reactant: C(O)(=O)C.C(O[C:8]1(O[Si](C)(C)C)[CH2:10][CH2:9]1)C.[F:16][C:17]1[CH:22]=[CH:21][C:20]([C:23]2[N:24]=[C:25]3[CH:30]=[CH:29][C:28]([N:31]4[CH2:36][CH2:35][NH:34][CH2:33][CH2:32]4)=[N:27][N:26]3[C:37]=2[C:38]2[CH:43]=[CH:42][N:41]=[N:40][CH:39]=2)=[CH:19][CH:18]=1.C([BH3-])#N.[Na+]. Product: [F:16][C:17]1[CH:22]=[CH:21][C:20]([C:23]2[N:24]=[C:25]3[CH:30]=[CH:29][C:28]([N:31]4[CH2:32][CH2:33][N:34]([CH:8]5[CH2:10][CH2:9]5)[CH2:35][CH2:36]4)=[N:27][N:26]3[C:37]=2[C:38]2[CH:43]=[CH:42][N:41]=[N:40][CH:39]=2)=[CH:19][CH:18]=1. The catalyst class is: 111. (6) Reactant: [NH2:1][C:2]1[S:3][C:4]2[C:10]([C:11]3[CH:16]=[CH:15][C:14]([Cl:17])=[CH:13][CH:12]=3)=[C:9]([C@H:18]([O:22][C:23]([CH3:26])([CH3:25])[CH3:24])[C:19]([OH:21])=[O:20])[C:8]([CH3:27])=[CH:7][C:5]=2[N:6]=1.OS(O)(=O)=O.[CH3:33]COC(C)=O.C([O-])(O)=O.[Na+]. Product: [NH2:1][C:2]1[S:3][C:4]2[C:10]([C:11]3[CH:16]=[CH:15][C:14]([Cl:17])=[CH:13][CH:12]=3)=[C:9]([C@H:18]([O:22][C:23]([CH3:24])([CH3:26])[CH3:25])[C:19]([O:21][CH3:33])=[O:20])[C:8]([CH3:27])=[CH:7][C:5]=2[N:6]=1. The catalyst class is: 5.